This data is from Full USPTO retrosynthesis dataset with 1.9M reactions from patents (1976-2016). The task is: Predict the reactants needed to synthesize the given product. (1) Given the product [F:1][C:2]1[CH:3]=[CH:4][C:5]([C:8]2[S:12][C:11]([CH:13]([OH:14])[CH2:15][CH3:16])=[N:10][CH:9]=2)=[CH:6][CH:7]=1, predict the reactants needed to synthesize it. The reactants are: [F:1][C:2]1[CH:7]=[CH:6][C:5]([C:8]2[S:12][C:11]([CH:13]=[O:14])=[N:10][CH:9]=2)=[CH:4][CH:3]=1.[CH3:15][CH2:16][Mg+].[Br-]. (2) Given the product [Br:29][C:15]1[C:16]([C:22]#[N:23])=[N:17][N:18]([CH2:19][CH2:20][CH3:21])[C:14]=1[CH2:13][CH2:12][N:3]1[C:2](=[O:1])[C:10]2[C:5](=[CH:6][CH:7]=[CH:8][CH:9]=2)[C:4]1=[O:11], predict the reactants needed to synthesize it. The reactants are: [O:1]=[C:2]1[C:10]2[C:5](=[CH:6][CH:7]=[CH:8][CH:9]=2)[C:4](=[O:11])[N:3]1[CH2:12][CH2:13][C:14]1[N:18]([CH2:19][CH2:20][CH3:21])[N:17]=[C:16]([C:22]#[N:23])[CH:15]=1.C([O-])(=O)C.[K+].[Br:29]Br.S([O-])(O)=O.[Na+].